From a dataset of Forward reaction prediction with 1.9M reactions from USPTO patents (1976-2016). Predict the product of the given reaction. (1) Given the reactants [CH:1]1([NH:4][C:5]2[N:10]3[N:11]=[CH:12][C:13]([CH:14]=O)=[C:9]3[N:8]=[C:7]([C:16]3[CH:21]=[CH:20][CH:19]=[C:18]([OH:22])[CH:17]=3)[CH:6]=2)[CH2:3][CH2:2]1.C1(P(=[C:42]2[CH2:47][C:46](=[O:48])[NH:45][C:43]2=[O:44])(C2C=CC=CC=2)C2C=CC=CC=2)C=CC=CC=1, predict the reaction product. The product is: [CH:1]1([NH:4][C:5]2[N:10]3[N:11]=[CH:12][C:13]([CH:14]=[C:42]4[CH2:47][C:46](=[O:48])[NH:45][C:43]4=[O:44])=[C:9]3[N:8]=[C:7]([C:16]3[CH:21]=[CH:20][CH:19]=[C:18]([OH:22])[CH:17]=3)[CH:6]=2)[CH2:3][CH2:2]1. (2) Given the reactants [F:1][C:2]1[CH:3]=[C:4]([C:8]2[CH:16]=[CH:15][CH:14]=[C:13]3[C:9]=2[CH2:10][C:11](=[O:17])[NH:12]3)[CH:5]=[CH:6][CH:7]=1.[CH3:18][N:19]([CH3:35])[C@H:20]1[CH2:24][CH2:23][N:22]([C:25]([C:27]2[CH:31]=[C:30]([CH3:32])[NH:29][C:28]=2[CH:33]=O)=[O:26])[CH2:21]1, predict the reaction product. The product is: [CH3:18][N:19]([CH3:35])[C@H:20]1[CH2:24][CH2:23][N:22]([C:25]([C:27]2[CH:31]=[C:30]([CH3:32])[NH:29][C:28]=2[CH:33]=[C:10]2[C:9]3[C:13](=[CH:14][CH:15]=[CH:16][C:8]=3[C:4]3[CH:5]=[CH:6][CH:7]=[C:2]([F:1])[CH:3]=3)[NH:12][C:11]2=[O:17])=[O:26])[CH2:21]1. (3) Given the reactants [CH3:1][N:2]([CH:10]1[CH2:15][CH2:14][NH:13][CH2:12][CH2:11]1)[C:3](=[O:9])[O:4][C:5]([CH3:8])([CH3:7])[CH3:6].C(=O)([O-])[O-].[K+].[K+].[CH3:22][O:23][C:24](=[O:36])[CH2:25][C:26]1[CH:31]=[CH:30][CH:29]=[C:28]([O:32][CH2:33][CH2:34]Br)[CH:27]=1, predict the reaction product. The product is: [CH3:22][O:23][C:24](=[O:36])[CH2:25][C:26]1[CH:31]=[CH:30][CH:29]=[C:28]([O:32][CH2:33][CH2:34][N:13]2[CH2:12][CH2:11][CH:10]([N:2]([C:3]([O:4][C:5]([CH3:8])([CH3:6])[CH3:7])=[O:9])[CH3:1])[CH2:15][CH2:14]2)[CH:27]=1. (4) Given the reactants [Br:1][C:2]1[CH:3]=[CH:4][C:5]([CH2:11][C:12]#[N:13])=[C:6]([CH:10]=1)[C:7](O)=[O:8].[NH2:14][C:15]1[CH:19]=[C:18]([CH3:20])[NH:17][N:16]=1, predict the reaction product. The product is: [Br:1][C:2]1[CH:10]=[C:6]2[C:5]([CH:11]=[C:12]([NH:14][C:15]3[CH:19]=[C:18]([CH3:20])[NH:17][N:16]=3)[N:13]=[C:7]2[OH:8])=[CH:4][CH:3]=1. (5) The product is: [C:1]([C:5]1[N:6]=[C:7]([NH:31][NH2:32])[C:8]2[CH:14]=[C:13]([C:15]3[CH:20]=[CH:19][C:18]([Cl:21])=[CH:17][CH:16]=3)[C:12]([C:22]3[CH:27]=[CH:26][CH:25]=[CH:24][C:23]=3[Cl:28])=[N:11][C:9]=2[N:10]=1)([CH3:4])([CH3:2])[CH3:3]. Given the reactants [C:1]([C:5]1[N:6]=[C:7](Cl)[C:8]2[CH:14]=[C:13]([C:15]3[CH:20]=[CH:19][C:18]([Cl:21])=[CH:17][CH:16]=3)[C:12]([C:22]3[CH:27]=[CH:26][CH:25]=[CH:24][C:23]=3[Cl:28])=[N:11][C:9]=2[N:10]=1)([CH3:4])([CH3:3])[CH3:2].O.[NH2:31][NH2:32], predict the reaction product. (6) The product is: [CH3:1][O:2][C:3]1[CH:4]=[CH:5][C:6]([C:9](=[O:19])/[C:10](/[S:11][C:12]2[CH:13]=[CH:14][C:15]([Br:18])=[CH:16][CH:17]=2)=[CH:25]\[C:24]2[CH:27]=[CH:28][C:21]([Br:20])=[CH:22][CH:23]=2)=[CH:7][CH:8]=1. Given the reactants [CH3:1][O:2][C:3]1[CH:8]=[CH:7][C:6]([C:9](=[O:19])[CH2:10][S:11][C:12]2[CH:17]=[CH:16][C:15]([Br:18])=[CH:14][CH:13]=2)=[CH:5][CH:4]=1.[Br:20][C:21]1[CH:28]=[CH:27][C:24]([CH:25]=O)=[CH:23][CH:22]=1, predict the reaction product.